From a dataset of Forward reaction prediction with 1.9M reactions from USPTO patents (1976-2016). Predict the product of the given reaction. (1) Given the reactants [C:1]1([C:22]2[CH:27]=[CH:26][CH:25]=[CH:24][CH:23]=2)[CH:6]=[CH:5][C:4]([S:7]([NH:10][C:11]2[CH:21]=[CH:20][C:14]3[CH2:15][CH2:16][NH:17][CH2:18][CH2:19][C:13]=3[CH:12]=2)(=[O:9])=[O:8])=[CH:3][CH:2]=1.C(N(CC)CC)C.ClCCl.[C:38]1([CH3:50])[CH:43]=[CH:42][C:41]([S:44]([N:47]=[C:48]=[O:49])(=[O:46])=[O:45])=[CH:40][CH:39]=1, predict the reaction product. The product is: [CH3:50][C:38]1[CH:43]=[CH:42][C:41]([S:44]([NH:47][C:48]([N:17]2[CH2:16][CH2:15][C:14]3[CH:20]=[CH:21][C:11]([NH:10][S:7]([C:4]4[CH:5]=[CH:6][C:1]([C:22]5[CH:23]=[CH:24][CH:25]=[CH:26][CH:27]=5)=[CH:2][CH:3]=4)(=[O:9])=[O:8])=[CH:12][C:13]=3[CH2:19][CH2:18]2)=[O:49])(=[O:46])=[O:45])=[CH:40][CH:39]=1. (2) Given the reactants Cl[C:2]1[CH:7]=[CH:6][C:5]([N+:8]([O-])=O)=[CH:4][N:3]=1.[CH2:11]([O:18][CH:19]1[CH2:24][CH2:23][NH:22][CH2:21][CH2:20]1)[C:12]1[CH:17]=[CH:16][CH:15]=[CH:14][CH:13]=1, predict the reaction product. The product is: [CH2:11]([O:18][CH:19]1[CH2:24][CH2:23][N:22]([C:2]2[N:3]=[CH:4][C:5]([NH2:8])=[CH:6][CH:7]=2)[CH2:21][CH2:20]1)[C:12]1[CH:13]=[CH:14][CH:15]=[CH:16][CH:17]=1. (3) Given the reactants [Cl:1][C:2]1[N:7]=[C:6]([CH2:8][C:9]([O:11][CH2:12][CH3:13])=[O:10])[CH:5]=[C:4](Cl)[N:3]=1.[I-].[Na+].[NH2:17][C:18]1[CH:22]=[C:21]([CH3:23])[NH:20][N:19]=1.C(N(CC)C(C)C)(C)C, predict the reaction product. The product is: [CH3:23][C:21]1[NH:20][N:19]=[C:18]([NH:17][C:4]2[N:3]=[C:2]([Cl:1])[N:7]=[C:6]([CH2:8][C:9]([O:11][CH2:12][CH3:13])=[O:10])[CH:5]=2)[CH:22]=1. (4) Given the reactants C([O:4][C:5]1[CH:10]=[C:9]([CH3:11])[CH:8]=[CH:7][C:6]=1[CH:12]=[C:13]([Br:15])[Br:14])(=O)C.C([O-])([O-])=O.[K+].[K+], predict the reaction product. The product is: [Br:14][C:13]([Br:15])=[CH:12][C:6]1[CH:7]=[CH:8][C:9]([CH3:11])=[CH:10][C:5]=1[OH:4].